From a dataset of Full USPTO retrosynthesis dataset with 1.9M reactions from patents (1976-2016). Predict the reactants needed to synthesize the given product. Given the product [Cl:16][C:17]1[CH:22]=[CH:21][C:20]([C@H:23]2[N:27]3[C:26]([S:28][C:2]([C:3]([O:5][CH2:6][CH3:7])=[O:4])=[C:8]3[CH:9]([CH3:11])[CH3:10])=[N:25][C@:24]2([C:30]2[CH:31]=[N:32][C:33]([Cl:36])=[CH:34][CH:35]=2)[CH3:29])=[CH:19][C:18]=1[F:37], predict the reactants needed to synthesize it. The reactants are: Cl[CH:2]([C:8](=O)[CH:9]([CH3:11])[CH3:10])[C:3]([O:5][CH2:6][CH3:7])=[O:4].C(O)C.[Cl:16][C:17]1[CH:22]=[CH:21][C:20]([C@H:23]2[NH:27][C:26](=[S:28])[NH:25][C@:24]2([C:30]2[CH:31]=[N:32][C:33]([Cl:36])=[CH:34][CH:35]=2)[CH3:29])=[CH:19][C:18]=1[F:37].